From a dataset of Catalyst prediction with 721,799 reactions and 888 catalyst types from USPTO. Predict which catalyst facilitates the given reaction. (1) Reactant: [CH3:1][O-:2].[Na+].[Br:4][C:5]1[C:9]2[N:10]=[CH:11][N:12]=[C:13](Cl)[C:8]=2[S:7][CH:6]=1. Product: [Br:4][C:5]1[C:9]2[N:10]=[CH:11][N:12]=[C:13]([O:2][CH3:1])[C:8]=2[S:7][CH:6]=1. The catalyst class is: 12. (2) The catalyst class is: 295. Reactant: [N+:1]([C:4]1[CH:20]=[CH:19][C:7]([C:8]([N:10]2[CH2:14][CH2:13][S:12][CH:11]2[C:15]([O:17]C)=[O:16])=[O:9])=[CH:6][CH:5]=1)([O-:3])=[O:2].[Li+].[OH-]. Product: [N+:1]([C:4]1[CH:5]=[CH:6][C:7]([C:8]([N:10]2[CH2:14][CH2:13][S:12][CH:11]2[C:15]([OH:17])=[O:16])=[O:9])=[CH:19][CH:20]=1)([O-:3])=[O:2]. (3) Product: [NH2:1][C:4]1[CH:18]=[CH:17][CH:16]=[CH:15][C:5]=1[NH:6][CH2:7][CH2:8][C:9]1[CH:10]=[N:11][CH:12]=[CH:13][CH:14]=1. Reactant: [N+:1]([C:4]1[CH:18]=[CH:17][CH:16]=[CH:15][C:5]=1[NH:6][CH2:7][CH2:8][C:9]1[CH:10]=[N:11][CH:12]=[CH:13][CH:14]=1)([O-])=O. The catalyst class is: 19. (4) Reactant: [C:1]([O:4][C@H:5]1[CH2:22][CH2:21][C@@:20]2([CH3:23])[C@@H:7]([CH2:8][CH2:9][C@:10]3([CH3:34])[C@@H:19]2[CH2:18][CH2:17][C@H:16]2[C@@:11]3([CH3:33])[CH2:12][CH2:13][C@@:14]3([C:30](O)=[O:31])[CH2:26][CH2:25][C@@H:24]([C:27]([CH3:29])=[CH2:28])[C@@H:15]32)[C:6]1([CH3:36])[CH3:35])(=[O:3])[CH3:2].C(Cl)(C(Cl)=O)=O.[NH2:43][C@H:44]1[CH2:47][C@@H:46]([C:48]([N:50]2[CH2:55][CH2:54][O:53][CH2:52][CH2:51]2)=[O:49])[C:45]1([CH3:57])[CH3:56].CCN(CC)CC. Product: [C:1]([O:4][C@H:5]1[CH2:22][CH2:21][C@@:20]2([CH3:23])[C@@H:7]([CH2:8][CH2:9][C@:10]3([CH3:34])[C@@H:19]2[CH2:18][CH2:17][C@H:16]2[C@@:11]3([CH3:33])[CH2:12][CH2:13][C@@:14]3([C:30](=[O:31])[NH:43][C@H:44]4[CH2:47][C@@H:46]([C:48]([N:50]5[CH2:55][CH2:54][O:53][CH2:52][CH2:51]5)=[O:49])[C:45]4([CH3:57])[CH3:56])[CH2:26][CH2:25][C@@H:24]([C:27]([CH3:29])=[CH2:28])[C@@H:15]32)[C:6]1([CH3:36])[CH3:35])(=[O:3])[CH3:2]. The catalyst class is: 2. (5) Reactant: C[O:2][C:3](=O)[CH2:4][C:5]1[CH:6]=[C:7]2[C:12](=[CH:13][CH:14]=1)[N:11]=[CH:10][N:9]([CH2:15][C:16]1[CH:21]=[CH:20][C:19]([O:22][CH3:23])=[CH:18][CH:17]=1)[C:8]2=[O:24].[NH2:26][NH2:27]. Product: [CH3:23][O:22][C:19]1[CH:18]=[CH:17][C:16]([CH2:15][N:9]2[C:8](=[O:24])[C:7]3[C:12](=[CH:13][CH:14]=[C:5]([CH2:4][C:3]([NH:26][NH2:27])=[O:2])[CH:6]=3)[N:11]=[CH:10]2)=[CH:21][CH:20]=1. The catalyst class is: 5. (6) Reactant: [F:1][C:2]1[CH:3]=[C:4]([C:9]2[CH:14]=[CH:13][C:12]([C:15]([NH:17][C@H:18]([C:25]([O:27][CH2:28][C:29]3[CH:34]=[CH:33][CH:32]=[CH:31][CH:30]=3)=[O:26])[CH2:19][C:20]([O:22][CH2:23][CH3:24])=[O:21])=[O:16])=[C:11]([N+:35]([O-])=O)[CH:10]=2)[CH:5]=[CH:6][C:7]=1[F:8].[H][H]. Product: [NH2:35][C:11]1[CH:10]=[C:9]([C:4]2[CH:5]=[CH:6][C:7]([F:8])=[C:2]([F:1])[CH:3]=2)[CH:14]=[CH:13][C:12]=1[C:15]([NH:17][C@H:18]([C:25]([O:27][CH2:28][C:29]1[CH:34]=[CH:33][CH:32]=[CH:31][CH:30]=1)=[O:26])[CH2:19][C:20]([O:22][CH2:23][CH3:24])=[O:21])=[O:16]. The catalyst class is: 275.